From a dataset of Reaction yield outcomes from USPTO patents with 853,638 reactions. Predict the reaction yield, written as a fraction of the theoretical maximum amount of product (1.0 means a 100% yield; for example, 0.34 means a 34% yield). (1) The reactants are [OH-].[Na+].[C:3]([O:7][C:8]([N:10]1[CH2:15][CH2:14][CH:13]([CH2:16][CH2:17][CH2:18][O:19][C:20]2[CH:25]=[CH:24][C:23]([C:26]([O:28]C)=[O:27])=[CH:22][C:21]=2[CH3:30])[CH2:12][CH2:11]1)=[O:9])([CH3:6])([CH3:5])[CH3:4]. The catalyst is O1CCOCC1. The product is [C:3]([O:7][C:8]([N:10]1[CH2:11][CH2:12][CH:13]([CH2:16][CH2:17][CH2:18][O:19][C:20]2[CH:25]=[CH:24][C:23]([C:26]([OH:28])=[O:27])=[CH:22][C:21]=2[CH3:30])[CH2:14][CH2:15]1)=[O:9])([CH3:5])([CH3:6])[CH3:4]. The yield is 0.920. (2) The reactants are [CH:1]1[C:13]2[CH:12]([CH2:14][O:15][C:16]([NH:18][C@@H:19]([CH2:23][OH:24])[C:20]([OH:22])=[O:21])=[O:17])[C:11]3[C:6](=[CH:7][CH:8]=[CH:9][CH:10]=3)[C:5]=2[CH:4]=[CH:3][CH:2]=1.ClC(Cl)(Cl)C(=N)O[C:29]([C:32]1[CH:37]=[CH:36][C:35]([C:38]([F:41])([F:40])[F:39])=[CH:34][CH:33]=1)([CH3:31])[CH3:30]. The catalyst is C1COCC1. The product is [CH:10]1[C:11]2[CH:12]([CH2:14][O:15][C:16]([NH:18][C@@H:19]([CH2:23][OH:24])[C:20]([O:22][C:29]([C:32]3[CH:37]=[CH:36][C:35]([C:38]([F:39])([F:40])[F:41])=[CH:34][CH:33]=3)([CH3:31])[CH3:30])=[O:21])=[O:17])[C:13]3[C:5](=[CH:4][CH:3]=[CH:2][CH:1]=3)[C:6]=2[CH:7]=[CH:8][CH:9]=1. The yield is 0.380. (3) The reactants are [ClH:1].[CH3:2][N:3]([CH3:22])[C@@H:4]1[CH2:13][CH2:12][C:11]2[C:6](=[CH:7][CH:8]=[CH:9][C:10]=2[C:14]2[C:15]([CH3:21])=[N:16][N:17]([CH3:20])[C:18]=2[CH3:19])[CH2:5]1. The catalyst is CCOCC. The product is [ClH:1].[CH3:22][N:3]([CH3:2])[C@@H:4]1[CH2:13][CH2:12][C:11]2[C:6](=[CH:7][CH:8]=[CH:9][C:10]=2[C:14]2[C:15]([CH3:21])=[N:16][N:17]([CH3:20])[C:18]=2[CH3:19])[CH2:5]1. The yield is 0.990. (4) The reactants are [C:1]([O-:4])(O)=[O:2].[Na+].[CH:6]1([C:11]([C:13]2[CH:18]=[C:17]([CH3:19])[CH:16]=[CH:15][C:14]=2[NH:20][C:21]([NH:23][C:24]2[S:25][C:26]([CH:29]=O)=[CH:27][N:28]=2)=[O:22])=[O:12])[CH2:10][CH2:9][CH2:8][CH2:7]1.Cl.[NH2:32][OH:33].[C:34](O)(=O)CC(CC(O)=O)(C(O)=O)O. The catalyst is C1COCC1. The product is [CH:6]1([C:11]([C:13]2[CH:18]=[C:17]([CH3:19])[CH:16]=[CH:15][C:14]=2[NH:20][C:21](=[O:22])[NH:23][C:24]2[S:25][C:26]([CH:29]=[N:32][O:33][CH2:34][C:1]([OH:4])=[O:2])=[CH:27][N:28]=2)=[O:12])[CH2:10][CH2:9][CH2:8][CH2:7]1. The yield is 0.760. (5) The reactants are C(O[C:4]([C:6]1[CH:14]=[C:13]([OH:15])[C:9]2[CH:10]=[CH:11][O:12][C:8]=2[CH:7]=1)=[O:5])C.[F:16][C:17]1[CH:27]=[C:26](F)[CH:25]=[CH:24][C:18]=1[C:19]([N:21]([CH3:23])[CH3:22])=[O:20].[NH2:29][C:30]1[CH:35]=[CH:34][C:33]([CH3:36])=[CH:32][N:31]=1. No catalyst specified. The product is [CH3:22][N:21]([CH3:23])[C:19]([C:18]1[CH:24]=[CH:25][C:26]([O:15][C:13]2[C:9]3[CH:10]=[CH:11][O:12][C:8]=3[CH:7]=[C:6]([C:4]([NH:29][C:30]3[CH:35]=[CH:34][C:33]([CH3:36])=[CH:32][N:31]=3)=[O:5])[CH:14]=2)=[CH:27][C:17]=1[F:16])=[O:20]. The yield is 0.150. (6) The reactants are Br[C:2]1[CH:3]=[C:4]([CH2:10][NH:11][C:12]([C:14]2[CH:19]=[CH:18][CH:17]=[C:16]([C:20]([NH:22][CH2:23][C:24]3[C:25]([NH:37][CH:38]4[CH2:43][CH2:42][O:41][CH2:40][CH2:39]4)=[C:26]4[CH:34]=[N:33][N:32]([CH2:35][CH3:36])[C:27]4=[N:28][C:29]=3[CH2:30][CH3:31])=[O:21])[CH:15]=2)=[O:13])[CH:5]=[C:6]([O:8][CH3:9])[CH:7]=1.[CH3:44][C:45]([O:48][C:49]([N:51]1[CH2:56][CH2:55][N:54]([CH2:57][C:58]2[CH:59]=[C:60](B(O)O)[CH:61]=[CH:62][CH:63]=2)[CH2:53][C@@H:52]1[CH3:67])=[O:50])([CH3:47])[CH3:46].C([O-])([O-])=O.[Na+].[Na+].O. The catalyst is O1CCOCC1.C1C=CC([P]([Pd]([P](C2C=CC=CC=2)(C2C=CC=CC=2)C2C=CC=CC=2)([P](C2C=CC=CC=2)(C2C=CC=CC=2)C2C=CC=CC=2)[P](C2C=CC=CC=2)(C2C=CC=CC=2)C2C=CC=CC=2)(C2C=CC=CC=2)C2C=CC=CC=2)=CC=1. The product is [CH2:35]([N:32]1[C:27]2=[N:28][C:29]([CH2:30][CH3:31])=[C:24]([CH2:23][NH:22][C:20]([C:16]3[CH:15]=[C:14]([C:12]([NH:11][CH2:10][C:4]4[CH:3]=[C:2]([C:60]5[CH:61]=[CH:62][CH:63]=[C:58]([CH2:57][N:54]6[CH2:55][CH2:56][N:51]([C:49]([O:48][C:45]([CH3:47])([CH3:46])[CH3:44])=[O:50])[C@@H:52]([CH3:67])[CH2:53]6)[CH:59]=5)[CH:7]=[C:6]([O:8][CH3:9])[CH:5]=4)=[O:13])[CH:19]=[CH:18][CH:17]=3)=[O:21])[C:25]([NH:37][CH:38]3[CH2:43][CH2:42][O:41][CH2:40][CH2:39]3)=[C:26]2[CH:34]=[N:33]1)[CH3:36]. The yield is 0.650.